This data is from Full USPTO retrosynthesis dataset with 1.9M reactions from patents (1976-2016). The task is: Predict the reactants needed to synthesize the given product. (1) Given the product [NH2:7][C:8]1[CH:13]=[CH:12][C:11]([O:14][C:15]2[CH:16]=[CH:17][C:18]([S:21]([CH2:24][CH:25]3[CH2:27][S:26]3)(=[O:23])=[O:22])=[CH:19][CH:20]=2)=[CH:10][C:9]=1[OH:28], predict the reactants needed to synthesize it. The reactants are: C(OC(=O)[NH:7][C:8]1[CH:13]=[CH:12][C:11]([O:14][C:15]2[CH:20]=[CH:19][C:18]([S:21]([CH2:24][CH:25]3[CH2:27][S:26]3)(=[O:23])=[O:22])=[CH:17][CH:16]=2)=[CH:10][C:9]=1[O:28]COC)(C)(C)C. (2) Given the product [F:12][C:11]1[C:6]([C:4](=[O:20])[CH3:1])=[N:19][CH:8]=[C:9]([F:13])[CH:10]=1, predict the reactants needed to synthesize it. The reactants are: [CH3:1][Mg]Br.[C:4]([C:6]1[C:11]([F:12])=[CH:10][C:9]([F:13])=[CH:8]N=1)#N.OS(O)(=O)=O.[NH4+:19].[OH-:20].